This data is from TCR-epitope binding with 47,182 pairs between 192 epitopes and 23,139 TCRs. The task is: Binary Classification. Given a T-cell receptor sequence (or CDR3 region) and an epitope sequence, predict whether binding occurs between them. (1) The TCR CDR3 sequence is CASSLEASGPYNEQFF. The epitope is RPPIFIRRL. Result: 0 (the TCR does not bind to the epitope). (2) The epitope is KLPDDFTGCV. The TCR CDR3 sequence is CASSLWGVTEAFF. Result: 1 (the TCR binds to the epitope). (3) The epitope is KTSVDCTMYI. The TCR CDR3 sequence is CASSLGVETNEKLFF. Result: 1 (the TCR binds to the epitope).